From a dataset of Forward reaction prediction with 1.9M reactions from USPTO patents (1976-2016). Predict the product of the given reaction. (1) Given the reactants Br[C:2]1[CH:7]=[CH:6][C:5]([N:8]2[CH:12]=[C:11]([CH3:13])[N:10]=[CH:9]2)=[C:4]([O:14][CH3:15])[CH:3]=1.[F:16][C:17]1[CH:29]=[CH:28][C:20]([CH2:21][N:22]2[CH:26]=[CH:25][C:24]([NH2:27])=[N:23]2)=[CH:19][CH:18]=1.[O-]C1C=CC=CC=1.[Na+].C1(P(C2C=CC=CC=2)C2C3OC4C(=CC=CC=4P(C4C=CC=CC=4)C4C=CC=CC=4)C(C)(C)C=3C=CC=2)C=CC=CC=1, predict the reaction product. The product is: [F:16][C:17]1[CH:29]=[CH:28][C:20]([CH2:21][N:22]2[CH:26]=[CH:25][C:24]([NH:27][C:2]3[CH:7]=[CH:6][C:5]([N:8]4[CH:12]=[C:11]([CH3:13])[N:10]=[CH:9]4)=[C:4]([O:14][CH3:15])[CH:3]=3)=[N:23]2)=[CH:19][CH:18]=1. (2) Given the reactants [CH3:1][O:2][CH2:3][CH2:4][CH2:5][C:6]1[CH:7]=[C:8]([C:16]([OH:18])=O)[C:9]2[C:14]([CH:15]=1)=[CH:13][CH:12]=[CH:11][CH:10]=2.C(Cl)(=O)C(Cl)=O.CC[N:27]([CH:31]([CH3:33])[CH3:32])C(C)C.C1(N)CC1, predict the reaction product. The product is: [CH:31]1([NH:27][C:16]([C:8]2[C:9]3[C:14](=[CH:13][CH:12]=[CH:11][CH:10]=3)[CH:15]=[C:6]([CH2:5][CH2:4][CH2:3][O:2][CH3:1])[CH:7]=2)=[O:18])[CH2:33][CH2:32]1. (3) The product is: [C:1]([O:5][C:6](=[O:33])[CH2:7][N:8]([C:26]([O:28][C:29]([CH3:32])([CH3:31])[CH3:30])=[O:27])[C:9]1[CH:14]=[CH:13][CH:12]=[C:11]([CH:15]([CH2:65][C:63]2[S:62][C:61]3[CH:67]=[C:57]([Cl:56])[CH:58]=[CH:59][C:60]=3[CH:64]=2)[NH:16][S:17]([C:20]2[CH:21]=[N:22][CH:23]=[CH:24][CH:25]=2)(=[O:18])=[O:19])[N:10]=1)([CH3:4])([CH3:3])[CH3:2]. Given the reactants [C:1]([O:5][C:6](=[O:33])[CH2:7][N:8]([C:26]([O:28][C:29]([CH3:32])([CH3:31])[CH3:30])=[O:27])[C:9]1[CH:14]=[CH:13][CH:12]=[C:11]([CH2:15][NH:16][S:17]([C:20]2[CH:21]=[N:22][CH:23]=[CH:24][CH:25]=2)(=[O:19])=[O:18])[N:10]=1)([CH3:4])([CH3:3])[CH3:2].S1C=CN=C1C1C=CC(CNS(C2C=NC=CC=2)(=O)=O)=CC=1.[Cl:56][C:57]1[CH:58]=[CH:59][C:60]2[CH:64]=[C:63]([CH2:65]O)[S:62][C:61]=2[CH:67]=1, predict the reaction product. (4) The product is: [N:1]1([C:8]2[N:12]3[CH:13]=[C:14]([O:17][C@H:18]4[C:27]5[C:22](=[CH:23][CH:24]=[CH:25][CH:26]=5)[C@@H:21]([NH:28][C:33]([NH:34][C:35]5[N:36]([C:44]6[CH:49]=[CH:48][C:47]([CH3:50])=[CH:46][CH:45]=6)[N:37]=[C:38]([C:40]([CH3:43])([CH3:42])[CH3:41])[CH:39]=5)=[O:32])[CH2:20][CH2:19]4)[CH:15]=[CH:16][C:11]3=[N:10][N:9]=2)[CH2:2][CH2:3][CH2:4][CH2:5][CH2:6][CH2:7]1. Given the reactants [N:1]1([C:8]2[N:12]3[CH:13]=[C:14]([O:17][C@H:18]4[C:27]5[C:22](=[CH:23][CH:24]=[CH:25][CH:26]=5)[C@@H:21]([NH2:28])[CH2:20][CH2:19]4)[CH:15]=[CH:16][C:11]3=[N:10][N:9]=2)[CH2:7][CH2:6][CH2:5][CH2:4][CH2:3][CH2:2]1.ClC(Cl)(Cl)C[O:32][C:33](=O)[NH:34][C:35]1[N:36]([C:44]2[CH:49]=[CH:48][C:47]([CH3:50])=[CH:46][CH:45]=2)[N:37]=[C:38]([C:40]([CH3:43])([CH3:42])[CH3:41])[CH:39]=1.CCN(C(C)C)C(C)C, predict the reaction product. (5) Given the reactants [CH3:1][C:2]1[C:6]([C:7]([N:9]2[C:13]3([C:22]4[CH:23]=[N:24][CH:25]=[CH:26][CH:27]=4)[CH2:14][N:15]4[CH:21]=[CH:20][CH:19]=[C:16]4[C:17](=[O:18])[N:12]3[CH2:11][CH2:10]2)=[O:8])=[CH:5][O:4][N:3]=1.[OH:28]O.O, predict the reaction product. The product is: [CH3:1][C:2]1[C:6]([C:7]([N:9]2[C:13]3([C:22]4[CH:23]=[N+:24]([O-:28])[CH:25]=[CH:26][CH:27]=4)[CH2:14][N:15]4[CH:21]=[CH:20][CH:19]=[C:16]4[C:17](=[O:18])[N:12]3[CH2:11][CH2:10]2)=[O:8])=[CH:5][O:4][N:3]=1. (6) Given the reactants C(OC([N:8]1[CH2:13][CH2:12][N:11]([CH2:14][C:15]2[C:16](=[O:34])[N:17]([CH2:30][CH:31]3[CH2:33][CH2:32]3)[N:18]=[C:19]([C:21]3[CH:26]=[CH:25][C:24]([O:27][CH3:28])=[C:23]([F:29])[CH:22]=3)[CH:20]=2)[CH2:10][CH2:9]1)=O)(C)(C)C.C(=O)([O-])[O-].[K+].[K+], predict the reaction product. The product is: [CH:31]1([CH2:30][N:17]2[C:16](=[O:34])[C:15]([CH2:14][N:11]3[CH2:12][CH2:13][NH:8][CH2:9][CH2:10]3)=[CH:20][C:19]([C:21]3[CH:26]=[CH:25][C:24]([O:27][CH3:28])=[C:23]([F:29])[CH:22]=3)=[N:18]2)[CH2:33][CH2:32]1. (7) The product is: [Cl:32][C:18]1[CH:17]=[C:16]([NH:15][C:13]2[C:14]3[N:6]([CH2:5][CH2:4][NH:3][C:34](=[O:33])[C:35]([CH3:40])([CH3:39])[CH2:36][OH:37])[CH:7]=[CH:8][C:9]=3[N:10]=[CH:11][N:12]=2)[CH:21]=[CH:20][C:19]=1[O:22][C:23]1[CH:31]=[C:30]2[C:26]([CH:27]=[N:28][NH:29]2)=[CH:25][CH:24]=1. Given the reactants Cl.Cl.[NH2:3][CH2:4][CH2:5][N:6]1[C:14]2[C:13]([NH:15][C:16]3[CH:21]=[CH:20][C:19]([O:22][C:23]4[CH:31]=[C:30]5[C:26]([CH:27]=[N:28][NH:29]5)=[CH:25][CH:24]=4)=[C:18]([Cl:32])[CH:17]=3)=[N:12][CH:11]=[N:10][C:9]=2[CH:8]=[CH:7]1.[OH:33][CH2:34][C:35]([CH3:40])([CH3:39])[C:36](O)=[O:37].Cl.C(N=C=NCCCN(C)C)C.ON1C2C=CC=CC=2N=N1, predict the reaction product. (8) Given the reactants C1C=CC(C[Br:8])=CC=1.[C:9]([O-:12])(O)=O.[Na+:13].[BH4-].[Na+].[OH-].[Na+].C([O-])([O-])=O.[K+].[K+].[P:24]([C:37]1[CH:42]=[CH:41][CH:40]=[CH:39][CH:38]=1)([C:31]1[CH:36]=[CH:35][CH:34]=[CH:33][CH:32]=1)[C:25]1[CH:30]=[CH:29][CH:28]=[CH:27][CH:26]=1.Br, predict the reaction product. The product is: [CH3:9][O:12][Na:13].[P:24]([C:31]1[CH:32]=[CH:33][CH:34]=[CH:35][CH:36]=1)([C:37]1[CH:42]=[CH:41][CH:40]=[CH:39][CH:38]=1)[C:25]1[CH:26]=[CH:27][CH:28]=[CH:29][CH:30]=1.[BrH:8]. (9) Given the reactants [C:1]([CH:9]=[CH:10][C:11]([OH:13])=[O:12])(=[O:8])[C:2]1[CH:7]=[CH:6][CH:5]=[CH:4][CH:3]=1.[ClH:14].[CH2:15](O)[CH3:16], predict the reaction product. The product is: [Cl:14][CH:10]([CH2:9][C:1](=[O:8])[C:2]1[CH:7]=[CH:6][CH:5]=[CH:4][CH:3]=1)[C:11]([O:13][CH2:15][CH3:16])=[O:12]. (10) Given the reactants [CH2:1]([NH2:8])[C:2]1[CH:7]=[CH:6][CH:5]=[CH:4][CH:3]=1.C[Al](C)C.[F:13][C:14]([F:31])([C:20]([F:30])([F:29])[C:21]([F:28])([F:27])[C:22](OCC)=[O:23])[C:15](OCC)=[O:16].[H-].[Na+], predict the reaction product. The product is: [CH2:1]([N:8]1[C:22](=[O:23])[C:21]([F:27])([F:28])[C:20]([F:29])([F:30])[C:14]([F:31])([F:13])[C:15]1=[O:16])[C:2]1[CH:7]=[CH:6][CH:5]=[CH:4][CH:3]=1.